From a dataset of KCNQ2 potassium channel screen with 302,405 compounds. Binary Classification. Given a drug SMILES string, predict its activity (active/inactive) in a high-throughput screening assay against a specified biological target. (1) The molecule is S(CC(=O)Nc1cc2OCCOc2cc1)c1scc(n1)C. The result is 0 (inactive). (2) The molecule is O=C(N1CCCCCC1)Nc1c(cc(cc1)C)C. The result is 0 (inactive). (3) The compound is S(=O)(=O)(N(CC)CC)c1cc(N2CC(=O)C(=C2N)c2ccccc2)ccc1. The result is 0 (inactive).